From a dataset of TCR-epitope binding with 47,182 pairs between 192 epitopes and 23,139 TCRs. Binary Classification. Given a T-cell receptor sequence (or CDR3 region) and an epitope sequence, predict whether binding occurs between them. The epitope is RQLLFVVEV. The TCR CDR3 sequence is CASSWIDRGNTEAFF. Result: 1 (the TCR binds to the epitope).